Predict the reactants needed to synthesize the given product. From a dataset of Full USPTO retrosynthesis dataset with 1.9M reactions from patents (1976-2016). Given the product [Br:21][C:18]1[CH:17]=[CH:16][C:15]([CH2:14][CH2:13][CH2:12][OH:11])=[CH:20][CH:19]=1, predict the reactants needed to synthesize it. The reactants are: [Mg].BrCCBr.CC([Si](C)(C)[O:11][CH2:12][CH2:13][CH2:14][C:15]1[CH:20]=[CH:19][C:18]([Br:21])=[CH:17][CH:16]=1)(C)C.